From a dataset of NCI-60 drug combinations with 297,098 pairs across 59 cell lines. Regression. Given two drug SMILES strings and cell line genomic features, predict the synergy score measuring deviation from expected non-interaction effect. Drug 1: CC(C)CN1C=NC2=C1C3=CC=CC=C3N=C2N. Drug 2: CC1C(C(CC(O1)OC2CC(CC3=C2C(=C4C(=C3O)C(=O)C5=CC=CC=C5C4=O)O)(C(=O)C)O)N)O. Cell line: U251. Synergy scores: CSS=40.1, Synergy_ZIP=1.02, Synergy_Bliss=1.11, Synergy_Loewe=-3.56, Synergy_HSA=3.76.